From a dataset of Full USPTO retrosynthesis dataset with 1.9M reactions from patents (1976-2016). Predict the reactants needed to synthesize the given product. (1) Given the product [CH3:13][O:12][C:11]1[CH:10]=[CH:9][C:4]([C:5]([O:7][CH3:8])=[O:6])=[CH:3][C:2]=1[NH:1][C:87]([CH:45]1[CH2:46][CH:47]([O:68][CH2:69][CH2:70][CH2:71][CH2:72][CH2:73][CH2:74][CH2:75][CH2:76][CH2:77][CH2:78][CH2:79][CH2:80][CH2:81][CH2:82][CH2:83][CH2:84][CH2:85][CH3:86])[CH:48]([O:49][CH2:50][CH2:51][CH2:52][CH2:53][CH2:54][CH2:55][CH2:56][CH2:57][CH2:58][CH2:59][CH2:60][CH2:61][CH2:62][CH2:63][CH2:64][CH2:65][CH2:66][CH3:67])[CH:43]([O:42][CH2:24][CH2:25][CH2:26][CH2:27][CH2:28][CH2:29][CH2:30][CH2:31][CH2:32][CH2:33][CH2:34][CH2:35][CH2:36][CH2:37][CH2:38][CH2:39][CH2:40][CH3:41])[CH2:44]1)=[O:88], predict the reactants needed to synthesize it. The reactants are: [NH2:1][C:2]1[CH:3]=[C:4]([CH:9]=[CH:10][C:11]=1[O:12][CH3:13])[C:5]([O:7][CH3:8])=[O:6].C1C=CC2N(O)N=NC=2C=1.[CH2:24]([O:42][CH:43]1[CH:48]([O:49][CH2:50][CH2:51][CH2:52][CH2:53][CH2:54][CH2:55][CH2:56][CH2:57][CH2:58][CH2:59][CH2:60][CH2:61][CH2:62][CH2:63][CH2:64][CH2:65][CH2:66][CH3:67])[CH:47]([O:68][CH2:69][CH2:70][CH2:71][CH2:72][CH2:73][CH2:74][CH2:75][CH2:76][CH2:77][CH2:78][CH2:79][CH2:80][CH2:81][CH2:82][CH2:83][CH2:84][CH2:85][CH3:86])[CH2:46][CH:45]([C:87](O)=[O:88])[CH2:44]1)[CH2:25][CH2:26][CH2:27][CH2:28][CH2:29][CH2:30][CH2:31][CH2:32][CH2:33][CH2:34][CH2:35][CH2:36][CH2:37][CH2:38][CH2:39][CH2:40][CH3:41].CCN=C=NCCCN(C)C.Cl. (2) Given the product [Cl:1][C:2]1[CH:7]=[CH:6][N:5]=[C:4]2[CH:8]=[C:9]([C:11]([N:23]([CH2:22][CH2:21][N:20]([CH3:25])[CH3:19])[CH3:24])=[O:13])[S:10][C:3]=12, predict the reactants needed to synthesize it. The reactants are: [Cl:1][C:2]1[CH:7]=[CH:6][N:5]=[C:4]2[CH:8]=[C:9]([C:11]([O-:13])=O)[S:10][C:3]=12.[Li+].S(Cl)(Cl)=O.[CH3:19][N:20]([CH3:25])[CH2:21][CH2:22][NH:23][CH3:24].CCN(CC)CC. (3) Given the product [Cl:22][C:23]1[N:24]=[CH:25][N:26]=[C:27]([O:21][CH:18]2[CH2:17][CH2:16][N:15]([C:13]3[O:12][N:11]=[C:10]([CH:7]([CH3:9])[CH3:8])[N:14]=3)[CH2:20][CH2:19]2)[C:28]=1[CH3:29], predict the reactants needed to synthesize it. The reactants are: CC(C)([O-])C.[K+].[CH:7]([C:10]1[N:14]=[C:13]([N:15]2[CH2:20][CH2:19][CH:18]([OH:21])[CH2:17][CH2:16]2)[O:12][N:11]=1)([CH3:9])[CH3:8].[Cl:22][C:23]1[C:28]([CH3:29])=[C:27](Cl)[N:26]=[CH:25][N:24]=1. (4) The reactants are: [N+:1]([C:4]1[CH:31]=[CH:30][C:7]([O:8][C:9]2[CH:14]=[CH:13][N:12]=[C:11]([NH:15][C:16]([N:18]3[CH2:23][CH2:22][CH:21]([N:24]4[CH2:29][CH2:28][CH2:27][CH2:26][CH2:25]4)[CH2:20][CH2:19]3)=[O:17])[CH:10]=2)=[CH:6][CH:5]=1)([O-])=O.[H][H].CCCCCC. Given the product [NH2:1][C:4]1[CH:5]=[CH:6][C:7]([O:8][C:9]2[CH:14]=[CH:13][N:12]=[C:11]([NH:15][C:16]([N:18]3[CH2:19][CH2:20][CH:21]([N:24]4[CH2:29][CH2:28][CH2:27][CH2:26][CH2:25]4)[CH2:22][CH2:23]3)=[O:17])[CH:10]=2)=[CH:30][CH:31]=1, predict the reactants needed to synthesize it. (5) The reactants are: P(Cl)(Cl)([Cl:3])=O.[CH3:6][O:7][C:8]1[CH:17]=[C:16]2[C:11]([C:12](=O)[C:13]([C:18]([O:20][CH2:21][CH3:22])=[O:19])=[CH:14][NH:15]2)=[CH:10][CH:9]=1. Given the product [Cl:3][C:12]1[C:11]2[C:16](=[CH:17][C:8]([O:7][CH3:6])=[CH:9][CH:10]=2)[N:15]=[CH:14][C:13]=1[C:18]([O:20][CH2:21][CH3:22])=[O:19], predict the reactants needed to synthesize it. (6) Given the product [CH3:19][C:20]1[O:24][N:23]=[C:22]([CH:25]2[CH2:30][CH2:29][CH2:28][CH2:27][N:26]2[C:15](=[O:17])/[CH:14]=[CH:13]/[C:8]2[CH:7]=[C:6]3[C:11](=[N:10][CH:9]=2)[NH:12][C:3](=[O:2])[CH2:4][CH2:5]3)[N:21]=1, predict the reactants needed to synthesize it. The reactants are: Cl.[O:2]=[C:3]1[NH:12][C:11]2[N:10]=[CH:9][C:8](/[CH:13]=[CH:14]/[C:15]([OH:17])=O)=[CH:7][C:6]=2[CH2:5][CH2:4]1.Cl.[CH3:19][C:20]1[O:24][N:23]=[C:22]([CH:25]2[CH2:30][CH2:29][CH2:28][CH2:27][NH:26]2)[N:21]=1.CCN(C(C)C)C(C)C.CCN=C=NCCCN(C)C. (7) Given the product [F:8][C:5]1[CH:4]=[C:3]([CH2:9][CH2:10][C@H:11]2[CH2:15][CH2:14][CH2:13][N:12]2[C:16]([O:18][C:19]([CH3:22])([CH3:21])[CH3:20])=[O:17])[CH:2]=[CH:7][CH:6]=1, predict the reactants needed to synthesize it. The reactants are: Br[C:2]1[CH:7]=[CH:6][C:5]([F:8])=[CH:4][C:3]=1/[CH:9]=[CH:10]/[C@H:11]1[CH2:15][CH2:14][CH2:13][N:12]1[C:16]([O:18][C:19]([CH3:22])([CH3:21])[CH3:20])=[O:17]. (8) The reactants are: C([O:4][CH2:5][C:6]([CH3:44])([CH3:43])[CH2:7][N:8]1[C:14]2[CH:15]=[CH:16][C:17]([Cl:19])=[CH:18][C:13]=2[C@@H:12]([C:20]2[CH:25]=[CH:24][CH:23]=[C:22]([O:26][CH3:27])[C:21]=2[O:28][CH3:29])[O:11][C@H:10]([CH2:30][C:31]2[O:32][C:33]([CH:36]([CH3:41])[C:37]([O:39]C)=[O:38])=[CH:34][N:35]=2)[C:9]1=[O:42])(=O)C.[OH-].[Na+].C(O)C. Given the product [Cl:19][C:17]1[CH:16]=[CH:15][C:14]2[N:8]([CH2:7][C:6]([CH3:43])([CH3:44])[CH2:5][OH:4])[C:9](=[O:42])[C@@H:10]([CH2:30][C:31]3[O:32][C:33]([CH:36]([CH3:41])[C:37]([OH:39])=[O:38])=[CH:34][N:35]=3)[O:11][C@H:12]([C:20]3[CH:25]=[CH:24][CH:23]=[C:22]([O:26][CH3:27])[C:21]=3[O:28][CH3:29])[C:13]=2[CH:18]=1, predict the reactants needed to synthesize it. (9) Given the product [CH3:1][O:2][C:3](=[O:16])[CH2:4][C:5]1[CH:14]=[CH:13][C:12]2[C:7](=[CH:8][CH:9]=[C:10]([CH3:15])[C:11]=2[CH:17]=[O:18])[CH:6]=1, predict the reactants needed to synthesize it. The reactants are: [CH3:1][O:2][C:3](=[O:16])[CH2:4][C:5]1[CH:14]=[CH:13][C:12]2[C:7](=[CH:8][CH:9]=[C:10]([CH3:15])[CH:11]=2)[CH:6]=1.[CH3:17][O:18]C(Cl)Cl.Cl. (10) Given the product [OH:4][CH2:5][C:6]1[CH:7]=[CH:8][C:9]([O:10][CH2:11][C:12]2[CH:13]=[C:14]([C:18]3[C:19]([CH3:30])=[CH:20][C:21]([O:25][CH2:26][C:27]([CH3:1])([OH:28])[CH3:29])=[CH:22][C:23]=3[CH3:24])[CH:15]=[CH:16][CH:17]=2)=[CH:31][CH:32]=1, predict the reactants needed to synthesize it. The reactants are: [CH3:1][Mg]I.[OH:4][CH2:5][C:6]1[CH:32]=[CH:31][C:9]([O:10][CH2:11][C:12]2[CH:13]=[C:14]([C:18]3[C:23]([CH3:24])=[CH:22][C:21]([O:25][CH2:26][C:27]([CH3:29])=[O:28])=[CH:20][C:19]=3[CH3:30])[CH:15]=[CH:16][CH:17]=2)=[CH:8][CH:7]=1.